Dataset: Reaction yield outcomes from USPTO patents with 853,638 reactions. Task: Predict the reaction yield, written as a fraction of the theoretical maximum amount of product (1.0 means a 100% yield; for example, 0.34 means a 34% yield). (1) The reactants are [Cl:1][C:2]1[CH:3]=[C:4]2[C:8](=[C:9]([N:11]([CH2:17][CH2:18][CH:19]([CH3:21])[CH3:20])[CH2:12][CH2:13][CH:14]([CH3:16])[CH3:15])[CH:10]=1)[NH:7][C:6]([C@@H:22]1[CH2:26][CH2:25][CH2:24][NH:23]1)=[CH:5]2.C(N(CC)CC)C.Cl[CH2:35][O:36][C:37](=[O:39])[CH3:38]. The catalyst is CN(C=O)C. The product is [CH3:35][O:36][C:37](=[O:39])[CH2:38][N:23]1[CH2:24][CH2:25][CH2:26][C@H:22]1[C:6]1[NH:7][C:8]2[C:4]([CH:5]=1)=[CH:3][C:2]([Cl:1])=[CH:10][C:9]=2[N:11]([CH2:12][CH2:13][CH:14]([CH3:16])[CH3:15])[CH2:17][CH2:18][CH:19]([CH3:20])[CH3:21]. The yield is 0.770. (2) The reactants are Cl.[CH3:2][C:3]1[CH:4]=[C:5]([CH:9]=[CH:10][N:11]=1)[C:6]([OH:8])=O.CN(C(ON1N=NC2C=CC=NC1=2)=[N+](C)C)C.F[P-](F)(F)(F)(F)F.C(N(C(C)C)C(C)C)C.[O:45]1[CH2:50][CH2:49][O:48][CH2:47][CH:46]1[C:51]1[C:59]2[S:58][C:57]([NH2:60])=[N:56][C:55]=2[C:54]([O:61][CH3:62])=[CH:53][CH:52]=1.C(=O)(O)[O-].[Na+]. The catalyst is C1COCC1. The product is [O:45]1[CH2:50][CH2:49][O:48][CH2:47][CH:46]1[C:51]1[C:59]2[S:58][C:57]([NH:60][C:6](=[O:8])[C:5]3[CH:9]=[CH:10][N:11]=[C:3]([CH3:2])[CH:4]=3)=[N:56][C:55]=2[C:54]([O:61][CH3:62])=[CH:53][CH:52]=1. The yield is 0.690. (3) The reactants are [Br:1][C:2]1[C:7](=[O:8])[N:6]([C:9]2[CH:10]=[C:11]([CH:15]=[CH:16][C:17]=2[CH3:18])[C:12]([OH:14])=O)[C:5]([CH3:19])=[N:4][C:3]=1[O:20][CH2:21][C:22]1[CH:27]=[CH:26][C:25]([F:28])=[CH:24][C:23]=1[F:29].[CH2:30]([O:34]C(Cl)=O)C(C)C.C[N:39]1CC[O:42][CH2:41][CH2:40]1. The catalyst is CN(C)C=O.ClCCl. The product is [Br:1][C:2]1[C:7](=[O:8])[N:6]([C:9]2[CH:10]=[C:11]([CH:15]=[CH:16][C:17]=2[CH3:18])[C:12]([NH:39][CH2:40][C@H:41]([OH:42])[CH2:30][OH:34])=[O:14])[C:5]([CH3:19])=[N:4][C:3]=1[O:20][CH2:21][C:22]1[CH:27]=[CH:26][C:25]([F:28])=[CH:24][C:23]=1[F:29]. The yield is 0.430. (4) The reactants are [Br:1][C:2]1[CH:3]=[C:4]([OH:8])[CH:5]=[N:6][CH:7]=1.[O:9]1[CH2:11][CH:10]1[CH2:12]O.C1(P(C2C=CC=CC=2)C2C=CC=CC=2)C=CC=CC=1.N(C(OC(C)(C)C)=O)=NC(OC(C)(C)C)=O. The catalyst is C1COCC1. The product is [Br:1][C:2]1[CH:7]=[N:6][CH:5]=[C:4]([O:8][CH2:12][CH:10]2[CH2:11][O:9]2)[CH:3]=1. The yield is 0.730. (5) The reactants are [O:1]1[CH2:6][CH2:5][CH:4]([O:7][C:8]2[N:13]=[CH:12][C:11]([C:14]([O:16]CC)=[O:15])=[CH:10][CH:9]=2)[CH2:3][CH2:2]1.[OH-].[Na+]. The catalyst is CCO. The product is [O:1]1[CH2:2][CH2:3][CH:4]([O:7][C:8]2[N:13]=[CH:12][C:11]([C:14]([OH:16])=[O:15])=[CH:10][CH:9]=2)[CH2:5][CH2:6]1. The yield is 0.470. (6) The reactants are [CH2:1]([C:4]1[C:9]([CH3:10])=[C:8]([Cl:11])[CH:7]=[C:6]([CH:12]([CH3:14])[CH3:13])[C:5]=1[OH:15])[CH:2]=[CH2:3].ClC1C=C(C=CC=1)C(OO)=O.C(=O)([O-])[O-].[K+].[K+].ClC1C2OC(CO)CC=2C(C(F)(F)F)=CC=1.ClC1C=C(C(C)C)C2OC(CO)CC=2C=1C.C1(C)C=CC(S(Cl)(=O)=O)=CC=1.[CH3:76][C:77]1[CH:82]=[CH:81][C:80]([S:83]([O:86]CC2CC3C(C(F)(F)F)=CC=C(Cl)C=3O2)(=[O:85])=[O:84])=[CH:79][CH:78]=1. No catalyst specified. The product is [CH3:76][C:77]1[CH:78]=[CH:79][C:80]([S:83]([O:86][CH2:3][CH:2]2[CH2:1][C:4]3[C:9]([CH3:10])=[C:8]([Cl:11])[CH:7]=[C:6]([CH:12]([CH3:13])[CH3:14])[C:5]=3[O:15]2)(=[O:85])=[O:84])=[CH:81][CH:82]=1. The yield is 0.690. (7) The reactants are [N+:1]([C:4]1[CH:20]=[CH:19][C:7]2[C:8]3[CH:14]=[C:13]([S:15](O)(=[O:17])=[O:16])[CH:12]=[CH:11][C:9]=3[O:10][C:6]=2[CH:5]=1)([O-:3])=[O:2].S(Cl)([Cl:23])=O. The catalyst is CN(C)C=O. The product is [N+:1]([C:4]1[CH:20]=[CH:19][C:7]2[C:8]3[CH:14]=[C:13]([S:15]([Cl:23])(=[O:17])=[O:16])[CH:12]=[CH:11][C:9]=3[O:10][C:6]=2[CH:5]=1)([O-:3])=[O:2]. The yield is 0.890. (8) The reactants are Cl[C:2]1[N:3]=[CH:4][C:5]2[N:6]([CH3:21])[C:7](=[O:20])[C:8]3([CH2:19][CH2:18]3)[CH2:9][N:10]([CH:13]3[CH2:17][CH2:16][CH2:15][CH2:14]3)[C:11]=2[N:12]=1.[NH2:22][C:23]1[C:39]([F:40])=[CH:38][C:26]([C:27]([NH:29][CH:30]2[CH2:35][CH2:34][N:33]([CH2:36][CH3:37])[CH2:32][CH2:31]2)=[O:28])=[C:25]([F:41])[CH:24]=1.C(=O)([O-])[O-].[Cs+].[Cs+].CC1(C)C2C(=C(P(C3C=CC=CC=3)C3C=CC=CC=3)C=CC=2)OC2C(P(C3C=CC=CC=3)C3C=CC=CC=3)=CC=CC1=2. The catalyst is O1CCOCC1. The product is [CH:13]1([N:10]2[CH2:9][C:8]3([CH2:19][CH2:18]3)[C:7](=[O:20])[N:6]([CH3:21])[C:5]3[CH:4]=[N:3][C:2]([NH:22][C:23]4[C:39]([F:40])=[CH:38][C:26]([C:27]([NH:29][CH:30]5[CH2:35][CH2:34][N:33]([CH2:36][CH3:37])[CH2:32][CH2:31]5)=[O:28])=[C:25]([F:41])[CH:24]=4)=[N:12][C:11]2=3)[CH2:17][CH2:16][CH2:15][CH2:14]1. The yield is 0.550.